This data is from Reaction yield outcomes from USPTO patents with 853,638 reactions. The task is: Predict the reaction yield, written as a fraction of the theoretical maximum amount of product (1.0 means a 100% yield; for example, 0.34 means a 34% yield). (1) The reactants are [CH3:1][CH:2]1[CH2:7][N:6]([CH:8]2[CH2:11][O:10][CH2:9]2)[CH:5]([CH3:12])[CH2:4][N:3]1[C:13]1[CH:14]=[CH:15][C:16]([NH:19][C:20]2[C:25](=[O:26])[N:24]([CH3:27])[CH:23]=[C:22]([C:28]3[CH:33]=[CH:32][N:31]=[C:30]([N:34]4[C:46](=[O:47])[C:45]5[S:44][C:43]6[CH2:42][CH2:41][CH2:40][CH2:39][C:38]=6[C:37]=5[CH:36]=[N:35]4)[C:29]=3[CH:48]=[O:49])[CH:21]=2)=[N:17][CH:18]=1.[BH4-].[Na+]. The catalyst is CO. The product is [CH3:1][C@H:2]1[CH2:7][N:6]([CH:8]2[CH2:9][O:10][CH2:11]2)[C@H:5]([CH3:12])[CH2:4][N:3]1[C:13]1[CH:14]=[CH:15][C:16]([NH:19][C:20]2[C:25](=[O:26])[N:24]([CH3:27])[CH:23]=[C:22]([C:28]3[CH:33]=[CH:32][N:31]=[C:30]([N:34]4[C:46](=[O:47])[C:45]5[S:44][C:43]6[CH2:42][CH2:41][CH2:40][CH2:39][C:38]=6[C:37]=5[CH:36]=[N:35]4)[C:29]=3[CH2:48][OH:49])[CH:21]=2)=[N:17][CH:18]=1. The yield is 0.220. (2) The reactants are [C:1](/[CH:3]=[CH:4]/[S:5]([C:8]1[CH:13]=[CH:12][C:11]([C:14]([CH3:19])([CH3:18])[C:15]([OH:17])=O)=[CH:10][CH:9]=1)(=[O:7])=[O:6])#[N:2].[C:20]([O:24][C:25](=[O:36])[NH:26][CH2:27][CH2:28][O:29][CH2:30][CH2:31][O:32][CH2:33][CH2:34][NH2:35])([CH3:23])([CH3:22])[CH3:21].C(N(CC)C(C)C)(C)C. The catalyst is C(Cl)Cl. The product is [C:20]([O:24][C:25](=[O:36])[NH:26][CH2:27][CH2:28][O:29][CH2:30][CH2:31][O:32][CH2:33][CH2:34][NH:35][C:15](=[O:17])[C:14]([C:11]1[CH:10]=[CH:9][C:8]([S:5](/[CH:4]=[CH:3]/[C:1]#[N:2])(=[O:6])=[O:7])=[CH:13][CH:12]=1)([CH3:19])[CH3:18])([CH3:23])([CH3:21])[CH3:22]. The yield is 0.780. (3) The reactants are [Cl:1][C:2]1[CH:7]=[C:6]([I:8])[CH:5]=[CH:4][C:3]=1[NH:9][C:10]1[N:15]([CH3:16])[C:14](=[O:17])[C:13]2[CH:18]=[CH:19][O:20][C:12]=2[C:11]=1[C:21](OC)=[O:22].[CH:25]([O:27][CH2:28][CH2:29][O:30][NH2:31])=[CH2:26].[Li+].C[Si]([N-][Si](C)(C)C)(C)C. The catalyst is C1COCC1. The product is [Cl:1][C:2]1[CH:7]=[C:6]([I:8])[CH:5]=[CH:4][C:3]=1[NH:9][C:10]1[N:15]([CH3:16])[C:14](=[O:17])[C:13]2[CH:18]=[CH:19][O:20][C:12]=2[C:11]=1[C:21]([NH:31][O:30][CH2:29][CH2:28][O:27][CH:25]=[CH2:26])=[O:22]. The yield is 0.840. (4) The reactants are C(C1NC=CN=1)(C1NC=CN=1)=O.[Br:13][C:14]1[NH:15][C:16]2[C:21]([C:22]=1[CH:23]1[CH2:28][CH2:27][CH2:26][CH2:25][CH2:24]1)=[CH:20][CH:19]=[C:18]([C:29]([OH:31])=O)[CH:17]=2.[CH3:32][N:33]([CH3:38])[S:34]([NH2:37])(=[O:36])=[O:35].C1CCN2C(=NCCC2)CC1. The catalyst is C1COCC1.CCOC(C)=O. The product is [Br:13][C:14]1[NH:15][C:16]2[C:21]([C:22]=1[CH:23]1[CH2:28][CH2:27][CH2:26][CH2:25][CH2:24]1)=[CH:20][CH:19]=[C:18]([C:29]([NH:37][S:34]([N:33]([CH3:38])[CH3:32])(=[O:36])=[O:35])=[O:31])[CH:17]=2. The yield is 0.460. (5) The reactants are [CH:1]([C:4]1[C:5]([O:15][CH2:16][CH2:17][CH2:18][C:19]2[C:20]([CH2:34][CH2:35][CH3:36])=[N:21][N:22]([C:24]3[CH:29]=[CH:28][C:27]([C:30]([F:33])([F:32])[F:31])=[CH:26][N:25]=3)[CH:23]=2)=[C:6]([CH2:10][C:11]([O:13]C)=[O:12])[CH:7]=[CH:8][CH:9]=1)([CH3:3])[CH3:2].[OH-].[Na+].O1CCCC1.Cl. The catalyst is CO. The product is [CH:1]([C:4]1[C:5]([O:15][CH2:16][CH2:17][CH2:18][C:19]2[C:20]([CH2:34][CH2:35][CH3:36])=[N:21][N:22]([C:24]3[CH:29]=[CH:28][C:27]([C:30]([F:33])([F:32])[F:31])=[CH:26][N:25]=3)[CH:23]=2)=[C:6]([CH2:10][C:11]([OH:13])=[O:12])[CH:7]=[CH:8][CH:9]=1)([CH3:2])[CH3:3]. The yield is 0.860. (6) The reactants are C(O)(C(F)(F)F)=O.P(Cl)(Cl)(Cl)=O.C(O[CH:16](OCC)[C@@H:17]([C:25]([O:27][CH2:28][CH3:29])=[O:26])[N:18]=[CH:19][C:20]1[NH:21][CH:22]=[CH:23][CH:24]=1)C.C([O-])(O)=O.[Na+]. The product is [CH:19]1[C:20]2[N:21]([CH:22]=[CH:23][CH:24]=2)[CH:16]=[C:17]([C:25]([O:27][CH2:28][CH3:29])=[O:26])[N:18]=1. The catalyst is ClCCCl. The yield is 0.240. (7) The reactants are [CH2:1]([N:8]1[CH2:13][CH2:12][C:11]([N:20]([C:25]2[CH:30]=[CH:29][CH:28]=[CH:27][C:26]=2[CH3:31])[C:21](=[O:24])[CH2:22][CH3:23])([C:14]2[S:15][CH:16]=[C:17]([CH3:19])[N:18]=2)[CH2:10][CH2:9]1)[C:2]1[CH:7]=[CH:6][CH:5]=[CH:4][CH:3]=1.CC(O)C.[C:36]([OH:41])(=[O:40])[C:37]([OH:39])=[O:38].CCCCCC. The catalyst is C(OCC)(=O)C. The product is [C:36]([OH:41])(=[O:40])[C:37]([OH:39])=[O:38].[CH2:1]([N:8]1[CH2:9][CH2:10][C:11]([N:20]([C:25]2[CH:30]=[CH:29][CH:28]=[CH:27][C:26]=2[CH3:31])[C:21](=[O:24])[CH2:22][CH3:23])([C:14]2[S:15][CH:16]=[C:17]([CH3:19])[N:18]=2)[CH2:12][CH2:13]1)[C:2]1[CH:7]=[CH:6][CH:5]=[CH:4][CH:3]=1. The yield is 0.660. (8) The reactants are CC([Si](C1C=CC=CC=1)(C1C=CC=CC=1)[O:6][CH2:7][C@H:8]([C:10]1[N:11]([CH3:29])[C:12](=[O:28])[C:13]2[C:18]([C:19]=1[C:20]1[CH:25]=[CH:24][C:23]([CH3:26])=[C:22]([CH3:27])[CH:21]=1)=[CH:17][CH:16]=[CH:15][CH:14]=2)[OH:9])(C)C.[CH3:42][C:43](=[CH2:45])[CH3:44].CCCC[N+](CCCC)(CCCC)CCCC.[F-].O1CCCC1. The catalyst is ClCCl. The product is [C:43]([O:9][C@@H:8]([C:10]1[N:11]([CH3:29])[C:12](=[O:28])[C:13]2[C:18]([C:19]=1[C:20]1[CH:25]=[CH:24][C:23]([CH3:26])=[C:22]([CH3:27])[CH:21]=1)=[CH:17][CH:16]=[CH:15][CH:14]=2)[CH2:7][OH:6])([CH3:45])([CH3:44])[CH3:42]. The yield is 0.436.